The task is: Predict the product of the given reaction.. This data is from Forward reaction prediction with 1.9M reactions from USPTO patents (1976-2016). Given the reactants [N:1]([CH2:4][CH:5]1[CH2:10][CH2:9][C:8]2[C:11]3[C:16]([NH:17][C:18]4[CH:19]=[C:20]5[C:24](=[CH:25][C:26]=4[O:27][CH3:28])[NH:23][N:22]=[CH:21]5)=[N:15][CH:14]=[N:13][C:12]=3[S:29][C:7]=2[CH2:6]1)=[N+]=[N-].[OH:30][C@@H:31]([CH2:35][C:36]1[CH:41]=[CH:40][CH:39]=[CH:38][CH:37]=1)[C:32](O)=[O:33], predict the reaction product. The product is: [OH:30][C@H:31]([CH2:35][C:36]1[CH:41]=[CH:40][CH:39]=[CH:38][CH:37]=1)[C:32]([NH:1][CH2:4][CH:5]1[CH2:10][CH2:9][C:8]2[C:11]3[C:16]([NH:17][C:18]4[CH:19]=[C:20]5[C:24](=[CH:25][C:26]=4[O:27][CH3:28])[NH:23][N:22]=[CH:21]5)=[N:15][CH:14]=[N:13][C:12]=3[S:29][C:7]=2[CH2:6]1)=[O:33].